This data is from Forward reaction prediction with 1.9M reactions from USPTO patents (1976-2016). The task is: Predict the product of the given reaction. (1) Given the reactants [O:1]1[C:5]2([CH2:10][CH2:9][C:8]([C:11]3[CH:16]=[CH:15][C:14]([N+:17]([O-])=O)=[CH:13][N:12]=3)=[CH:7][CH2:6]2)[O:4][CH2:3][CH2:2]1, predict the reaction product. The product is: [O:1]1[C:5]2([CH2:10][CH2:9][CH:8]([C:11]3[N:12]=[CH:13][C:14]([NH2:17])=[CH:15][CH:16]=3)[CH2:7][CH2:6]2)[O:4][CH2:3][CH2:2]1. (2) Given the reactants [CH3:1][O:2][C:3]([C:5]1[C:14]([OH:15])=[C:13]2[C:8]([CH:9]=[CH:10][C:11](=[O:23])[N:12]2[CH2:16][C:17]2[CH:22]=[CH:21][CH:20]=[CH:19][CH:18]=2)=[C:7](I)[N:6]=1)=[O:4].[C:25]([Cu])#[N:26].C(Cl)Cl.Cl, predict the reaction product. The product is: [CH3:1][O:2][C:3]([C:5]1[C:14]([OH:15])=[C:13]2[C:8]([CH:9]=[CH:10][C:11](=[O:23])[N:12]2[CH2:16][C:17]2[CH:22]=[CH:21][CH:20]=[CH:19][CH:18]=2)=[C:7]([C:25]#[N:26])[N:6]=1)=[O:4]. (3) Given the reactants [NH2:1][C:2]1[N:7]=[CH:6][N:5]=[C:4]2[N:8]([CH2:19][C:20]3[N:21]([C:32]4[CH:37]=[CH:36][CH:35]=[CH:34][C:33]=4[CH3:38])[C:22](=[O:31])[C:23]4[C:28]([CH:29]=3)=[CH:27][CH:26]=[CH:25][C:24]=4[CH3:30])[N:9]=[C:10]([C:11]3[CH:16]=[C:15]([OH:17])[CH:14]=[C:13]([F:18])[CH:12]=3)[C:3]=12.[Al].C(Br)(Br)(Br)Br.[CH2:45]([O:47][P:48]([O-:52])[O:49][CH2:50][CH3:51])[CH3:46].C(N(CC)CC)C, predict the reaction product. The product is: [P:48]([O:49][CH2:50][CH3:51])([O:47][CH2:45][CH3:46])([O:17][C:15]1[CH:14]=[C:13]([F:18])[CH:12]=[C:11]([C:10]2[C:3]3[C:4](=[N:5][CH:6]=[N:7][C:2]=3[NH2:1])[N:8]([CH2:19][C:20]3[N:21]([C:32]4[CH:37]=[CH:36][CH:35]=[CH:34][C:33]=4[CH3:38])[C:22](=[O:31])[C:23]4[C:28]([CH:29]=3)=[CH:27][CH:26]=[CH:25][C:24]=4[CH3:30])[N:9]=2)[CH:16]=1)=[O:52]. (4) Given the reactants O=P12OP3(OP(OP(O3)(O1)=O)(=O)O2)=O.[CH:15]([NH:17][CH2:18][CH2:19][C:20]1[CH:25]=[CH:24][CH:23]=[CH:22][CH:21]=1)=O.[OH-].[K+], predict the reaction product. The product is: [CH2:15]1[C:25]2[C:20](=[CH:21][CH:22]=[CH:23][CH:24]=2)[CH:19]=[CH:18][NH:17]1. (5) Given the reactants [CH:1]([C:4]1[CH:9]=[CH:8][CH:7]=[CH:6][C:5]=1[O:10][CH3:11])([CH3:3])[CH3:2].[Cl:12][S:13](O)(=[O:15])=[O:14], predict the reaction product. The product is: [Cl:12][S:13]([C:8]1[CH:7]=[CH:6][C:5]([O:10][CH3:11])=[C:4]([CH:1]([CH3:3])[CH3:2])[CH:9]=1)(=[O:15])=[O:14]. (6) Given the reactants [C:1]([O-])(O)=O.[Na+].Br[C:7]1[C:14]([F:15])=[CH:13][CH:12]=[CH:11][C:8]=1[C:9]#[N:10].[NH:16]1[C:20](B(O)O)=[CH:19][CH:18]=N1, predict the reaction product. The product is: [F:15][C:14]1[C:7]([C:20]2[NH:16][CH:1]=[CH:18][CH:19]=2)=[C:8]([CH:11]=[CH:12][CH:13]=1)[C:9]#[N:10]. (7) Given the reactants [Cl:1][C:2]1[C:3]2[C:10](I)=[C:9]([CH3:12])[N:8]([CH2:13][O:14][CH2:15][CH2:16][Si:17]([CH3:20])([CH3:19])[CH3:18])[C:4]=2[N:5]=[CH:6][N:7]=1.[C:21]([C:23]1[CH:24]=[C:25](B(O)O)[CH:26]=[CH:27][CH:28]=1)#[N:22].C(=O)([O-])[O-].[K+].[K+], predict the reaction product. The product is: [Cl:1][C:2]1[C:3]2[C:10]([C:27]3[CH:28]=[C:23]([CH:24]=[CH:25][CH:26]=3)[C:21]#[N:22])=[C:9]([CH3:12])[N:8]([CH2:13][O:14][CH2:15][CH2:16][Si:17]([CH3:20])([CH3:19])[CH3:18])[C:4]=2[N:5]=[CH:6][N:7]=1.